The task is: Predict the product of the given reaction.. This data is from Forward reaction prediction with 1.9M reactions from USPTO patents (1976-2016). (1) Given the reactants [F:1][C:2]([F:7])([F:6])[C:3]([OH:5])=[O:4].[CH2:8]([N:10]([CH2:12][C:13]1[S:17][CH:16]=[C:15]([C:18]2[CH:19]=[C:20]3[C:24](=[C:25]([C:27]([NH2:29])=[O:28])[CH:26]=2)[NH:23][CH:22]=[C:21]3[CH:30]2[CH2:35][CH2:34][N:33]([S:36]([CH2:39][CH3:40])(=[O:38])=[O:37])[CH2:32][CH2:31]2)[CH:14]=1)[CH3:11])[CH3:9].CN[CH2:43][CH3:44], predict the reaction product. The product is: [F:1][C:2]([F:7])([F:6])[C:3]([OH:5])=[O:4].[CH:8]1([N:10]([CH2:12][C:13]2[S:17][CH:16]=[C:15]([C:18]3[CH:19]=[C:20]4[C:24](=[C:25]([C:27]([NH2:29])=[O:28])[CH:26]=3)[NH:23][CH:22]=[C:21]4[CH:30]3[CH2:35][CH2:34][N:33]([S:36]([CH2:39][CH3:40])(=[O:37])=[O:38])[CH2:32][CH2:31]3)[CH:14]=2)[CH3:11])[CH2:44][CH2:43][CH2:2][CH2:9]1. (2) Given the reactants [NH2:1][C:2]1[C:16]([N+:17]([O-:19])=[O:18])=[CH:15][C:14]([Br:20])=[CH:13][C:3]=1[O:4][CH2:5][C:6](OC(C)(C)C)=[O:7].O.C1(C)C=CC(S(O)(=O)=O)=CC=1, predict the reaction product. The product is: [Br:20][C:14]1[CH:15]=[C:16]([N+:17]([O-:19])=[O:18])[C:2]2[NH:1][C:6](=[O:7])[CH2:5][O:4][C:3]=2[CH:13]=1.